This data is from Full USPTO retrosynthesis dataset with 1.9M reactions from patents (1976-2016). The task is: Predict the reactants needed to synthesize the given product. Given the product [C:3]([C:2]([NH:1][C:26](=[O:27])[C:25]1[CH:29]=[CH:30][C:22]([C:18]([CH3:20])([CH3:19])[CH3:21])=[CH:23][CH:24]=1)([CH3:17])[CH2:5][N:6]1[N:10]=[C:9]2[CH:11]=[C:12]([Cl:16])[CH:13]=[C:14]([Cl:15])[C:8]2=[N:7]1)#[N:4], predict the reactants needed to synthesize it. The reactants are: [NH2:1][C:2]([CH3:17])([CH2:5][N:6]1[N:10]=[C:9]2[CH:11]=[C:12]([Cl:16])[CH:13]=[C:14]([Cl:15])[C:8]2=[N:7]1)[C:3]#[N:4].[C:18]([C:22]1[CH:30]=[CH:29][C:25]([C:26](Cl)=[O:27])=[CH:24][CH:23]=1)([CH3:21])([CH3:20])[CH3:19].